This data is from Full USPTO retrosynthesis dataset with 1.9M reactions from patents (1976-2016). The task is: Predict the reactants needed to synthesize the given product. (1) Given the product [ClH:29].[CH3:1][C:2]1[C:3](=[O:28])[NH:4][C:5](=[O:27])[N:6]([CH2:8][CH2:9][CH2:10][N:11]2[CH2:16][C@H:15]3[C@:13]([C:17]4[CH:22]=[CH:21][C:20]([C:23]([F:26])([F:25])[F:24])=[CH:19][CH:18]=4)([CH2:14]3)[CH2:12]2)[N:7]=1, predict the reactants needed to synthesize it. The reactants are: [CH3:1][C:2]1[C:3](=[O:28])[NH:4][C:5](=[O:27])[N:6]([CH2:8][CH2:9][CH2:10][N:11]2[CH2:16][C@H:15]3[C@:13]([C:17]4[CH:22]=[CH:21][C:20]([C:23]([F:26])([F:25])[F:24])=[CH:19][CH:18]=4)([CH2:14]3)[CH2:12]2)[N:7]=1.[ClH:29]. (2) Given the product [C:7]1([CH2:19][OH:20])[CH:8]=[N:9][N:10]2[CH:15]=[CH:14][C:13]3[O:16][CH2:17][CH2:18][C:12]=3[C:11]=12, predict the reactants needed to synthesize it. The reactants are: [H-].[Al+3].[Li+].[H-].[H-].[H-].[C:7]1([C:19](OCC)=[O:20])[CH:8]=[N:9][N:10]2[CH:15]=[CH:14][C:13]3[O:16][CH2:17][CH2:18][C:12]=3[C:11]=12.O.O.O.O.O.O.O.O.O.O.S([O-])([O-])(=O)=O.[Na+].[Na+]. (3) Given the product [CH:21]1[C:8]([NH2:7])=[CH:9][C:10]2[O:11][C:12]3[C:17](=[N:18][C:19]=2[CH:20]=1)[CH:16]=[CH:15][C:14](=[O:28])[CH:13]=3, predict the reactants needed to synthesize it. The reactants are: [BH4-].[Na+].[OH-].[Na+].[H][H].[NH2:7][C:8]1[CH:9]=[C:10]2[C:19](=[CH:20][CH:21]=1)[N:18]=[C:17]1[C:12](=[CH:13][C:14](=[O:28])[C:15](Cl)=[C:16]1CCCCC)[O:11]2.NC1C=C2C(=CC=1)N=C1C(=CC(=O)C=C1CCCCC)O2. (4) Given the product [Cl:1][CH2:2][C:3]([C:27]1[CH:28]=[CH:29][C:15]([NH:14][C:35](=[O:36])[CH3:34])=[N:22][CH:26]=1)=[O:5], predict the reactants needed to synthesize it. The reactants are: [Cl:1][CH2:2][C:3]([O-:5])=O.[Na+].[Cl-].[Mg+2].[Cl-].[Cl-].C([N-:14][CH:15](C)C)(C)C.[Mg+2].C([NH:22]C(C)C)(C)C.[CH2:26]([Mg]Cl)[CH2:27][CH2:28][CH3:29].Cl.C1C[O:36][CH2:35][CH2:34]1. (5) Given the product [Cl:1][C:2]1[CH:3]=[C:4]([C:9]2[O:13][N:12]=[C:11]([C:14]3[CH:22]=[CH:21][C:20]4[NH:19][C:18]5[CH:23]([CH2:26][C:27]([O:29][CH3:30])=[O:28])[CH2:24][CH2:25][C:17]=5[C:16]=4[CH:15]=3)[N:10]=2)[CH:5]=[N:6][C:7]=1[O:37][CH3:36], predict the reactants needed to synthesize it. The reactants are: [Cl:1][C:2]1[CH:3]=[C:4]([C:9]2[O:13][N:12]=[C:11]([C:14]3[CH:22]=[CH:21][C:20]4[NH:19][C:18]5[CH:23]([CH2:26][C:27]([O:29][CH2:30]C)=[O:28])[CH2:24][CH2:25][C:17]=5[C:16]=4[CH:15]=3)[N:10]=2)[CH:5]=[N:6][C:7]=1Cl.CO.C1C[O:37][CH2:36]C1.CC([O-])(C)C.[K+]. (6) The reactants are: [CH2:1]([CH:9]1[C:13]2[NH:14][C:15]([C:17]([O:19]CC)=[O:18])=[CH:16][C:12]=2[CH2:11][CH2:10]1)[CH2:2][C:3]1[CH:8]=[CH:7][CH:6]=[CH:5][CH:4]=1.[OH-].[Na+]. Given the product [CH2:1]([CH:9]1[C:13]2[NH:14][C:15]([C:17]([OH:19])=[O:18])=[CH:16][C:12]=2[CH2:11][CH2:10]1)[CH2:2][C:3]1[CH:4]=[CH:5][CH:6]=[CH:7][CH:8]=1, predict the reactants needed to synthesize it. (7) Given the product [Br:13][C:14]1[CH:15]=[C:16]([S:22]([N:4]2[CH2:5][CH:6]([N:31]([CH3:32])[CH3:30])[CH2:7]2)(=[O:24])=[O:23])[C:17]([NH2:20])=[N:18][CH:19]=1, predict the reactants needed to synthesize it. The reactants are: CNC1C(S(N)(=O)=O)=[CH:7][CH:6]=[CH:5][N:4]=1.[Br:13][C:14]1[CH:15]=[C:16]([S:22](Cl)(=[O:24])=[O:23])[C:17]([NH:20]C)=[N:18][CH:19]=1.BrC1C=C[C:30](NC)=[N:31][CH:32]=1.NCCO.